Dataset: Catalyst prediction with 721,799 reactions and 888 catalyst types from USPTO. Task: Predict which catalyst facilitates the given reaction. (1) Reactant: [Cl:1][C:2]1[CH:7]=[CH:6][C:5]([CH:8]([NH:28][C:29]2[CH:34]=[C:33]([CH3:35])[C:32](=[O:36])[N:31]([CH3:37])[CH:30]=2)[C:9]2[C:10]([CH3:27])=[N:11][N:12]([C:17]3[C:18]([O:25][CH3:26])=[N:19][C:20]([O:23][CH3:24])=[N:21][CH:22]=3)[C:13]=2[C:14](O)=[O:15])=[CH:4][CH:3]=1. Product: [Cl:1][C:2]1[CH:3]=[CH:4][C:5]([CH:8]2[C:9]3[C:10]([CH3:27])=[N:11][N:12]([C:17]4[C:18]([O:25][CH3:26])=[N:19][C:20]([O:23][CH3:24])=[N:21][CH:22]=4)[C:13]=3[C:14](=[O:15])[N:28]2[C:29]2[CH:34]=[C:33]([CH3:35])[C:32](=[O:36])[N:31]([CH3:37])[CH:30]=2)=[CH:6][CH:7]=1. The catalyst class is: 25. (2) Reactant: [F:1][C:2]([F:7])([F:6])[C:3]([OH:5])=[O:4].[NH2:8][C@H:9]([C:14]([NH:16][C@H:17]([C:25]([NH:27][C@H:28]([C:33]([N:35]1[CH2:62][CH2:61][CH2:60][C@H:36]1[C:37]([NH:39][CH2:40][CH2:41][CH2:42][NH:43][C:44]1[C:57]2[C:56](=[O:58])[C:55]3[C:50](=[CH:51][CH:52]=[CH:53][CH:54]=3)[C:49](=[O:59])[C:48]=2[CH:47]=[CH:46][CH:45]=1)=[O:38])=[O:34])[CH2:29][CH:30]([CH3:32])[CH3:31])=[O:26])[CH2:18][C:19]1[CH:24]=[CH:23][CH:22]=[CH:21][CH:20]=1)=[O:15])[CH2:10][CH:11]([CH3:13])[CH3:12].[CH2:63]([N:65](CC)CC)[CH3:64]. Product: [F:1][C:2]([F:7])([F:6])[C:3]([OH:5])=[O:4].[NH2:65][CH2:63][C:64]([NH:8][C@H:9]([C:14]([NH:16][C@H:17]([C:25]([NH:27][C@H:28]([C:33]([N:35]1[CH2:62][CH2:61][CH2:60][C@H:36]1[C:37]([NH:39][CH2:40][CH2:41][CH2:42][NH:43][C:44]1[C:57]2[C:56](=[O:58])[C:55]3[C:50](=[CH:51][CH:52]=[CH:53][CH:54]=3)[C:49](=[O:59])[C:48]=2[CH:47]=[CH:46][CH:45]=1)=[O:38])=[O:34])[CH2:29][CH:30]([CH3:31])[CH3:32])=[O:26])[CH2:18][C:19]1[CH:24]=[CH:23][CH:22]=[CH:21][CH:20]=1)=[O:15])[CH2:10][CH:11]([CH3:13])[CH3:12])=[O:4]. The catalyst class is: 1. (3) Reactant: [CH:1]([C:3]1[CH:4]=[CH:5][C:6]([O:12][CH3:13])=[C:7](B(O)O)[CH:8]=1)=[O:2].Br[C:15]1[CH:20]=[CH:19][C:18]([F:21])=[C:17]([S:22]([CH3:25])(=[O:24])=[O:23])[CH:16]=1.C([O-])([O-])=O.[K+].[K+]. Product: [F:21][C:18]1[CH:19]=[CH:20][C:15]([C:7]2[CH:8]=[C:3]([CH:4]=[CH:5][C:6]=2[O:12][CH3:13])[CH:1]=[O:2])=[CH:16][C:17]=1[S:22]([CH3:25])(=[O:23])=[O:24]. The catalyst class is: 70. (4) Reactant: C1C=C(Cl)C=C(C(OO)=[O:9])C=1.[S:12]([N:22]1[C:30]2[C:25](=[N:26][CH:27]=[CH:28][CH:29]=2)[CH:24]=[CH:23]1)([C:15]1[CH:21]=[CH:20][C:18]([CH3:19])=[CH:17][CH:16]=1)(=[O:14])=[O:13].C(OCC)(=O)C.C(=O)(O)[O-].[Na+]. Product: [S:12]([N:22]1[C:30]2[C:25](=[N+:26]([O-:9])[CH:27]=[CH:28][CH:29]=2)[CH:24]=[CH:23]1)([C:15]1[CH:21]=[CH:20][C:18]([CH3:19])=[CH:17][CH:16]=1)(=[O:14])=[O:13]. The catalyst class is: 4. (5) Reactant: [H-].[Na+].[Cl:3][C:4]1[CH:9]=[C:8]([NH2:10])[C:7]([I:11])=[CH:6][N:5]=1.[F:12][C:13]1([CH2:26]OS(C2C=CC(C)=CC=2)(=O)=O)[CH2:18][CH2:17][N:16]([C:19]([O:21][C:22]([CH3:25])([CH3:24])[CH3:23])=[O:20])[CH2:15][CH2:14]1. The catalyst class is: 3. Product: [Cl:3][C:4]1[CH:9]=[C:8]([NH:10][CH2:26][C:13]2([F:12])[CH2:14][CH2:15][N:16]([C:19]([O:21][C:22]([CH3:25])([CH3:24])[CH3:23])=[O:20])[CH2:17][CH2:18]2)[C:7]([I:11])=[CH:6][N:5]=1.